From a dataset of Forward reaction prediction with 1.9M reactions from USPTO patents (1976-2016). Predict the product of the given reaction. Given the reactants [CH3:1][C:2]([CH2:9][CH2:10][CH2:11][C@H:12]([CH3:19])[CH2:13][CH2:14][CH2:15][CH:16]([CH3:18])[CH3:17])=[CH:3][CH2:4][CH2:5][C:6](=[O:8])[CH3:7].C[C@H](CCCC(C)C)CCCC(=O)C, predict the reaction product. The product is: [CH3:1][C@H:2]([CH2:9][CH2:10][CH2:11][C@H:12]([CH3:19])[CH2:13][CH2:14][CH2:15][CH:16]([CH3:18])[CH3:17])[CH2:3][CH2:4][CH2:5][C:6](=[O:8])[CH3:7].